Task: Predict the reactants needed to synthesize the given product.. Dataset: Full USPTO retrosynthesis dataset with 1.9M reactions from patents (1976-2016) (1) Given the product [CH2:3]1[C:4]2[C:9](=[CH:8][CH:7]=[CH:6][CH:5]=2)[CH:10]=[C:2]1[B:32]([C:24]1[CH2:25][C:26]2[C:31]([CH:23]=1)=[CH:30][CH:29]=[CH:28][CH:27]=2)[N:34]([CH:38]([CH3:40])[CH3:39])[CH:35]([CH3:36])[CH3:37], predict the reactants needed to synthesize it. The reactants are: Br[C:2]1[CH2:3][C:4]2[C:9]([CH:10]=1)=[CH:8][CH:7]=[CH:6][CH:5]=2.[Mg].C1C2C(=CC=CC=2)C=C1.Br[Mg].[CH2:23]1[C:31]2[C:26](=[CH:27][CH:28]=[CH:29][CH:30]=2)[CH:25]=[C:24]1[B:32]([N:34]([CH:38]([CH3:40])[CH3:39])[CH:35]([CH3:37])[CH3:36])Cl. (2) The reactants are: [CH:1]1([C:4]2[NH:8][N:7]=[C:6]([NH:9][C:10]3[C:11]4[CH2:29][CH2:28][NH:27][CH2:26][C:12]=4[N:13]=[C:14]([NH:16][C@H:17]([C:19]4[CH:24]=[CH:23][C:22]([F:25])=[CH:21][CH:20]=4)[CH3:18])[N:15]=3)[CH:5]=2)[CH2:3][CH2:2]1.C1C[O:33][CH2:32][CH2:31]1.C(O)(=O)C. Given the product [CH:1]1([C:4]2[NH:8][N:7]=[C:6]([NH:9][C:10]3[C:11]4[CH2:29][CH2:28][N:27]([C:32](=[O:33])[CH3:31])[CH2:26][C:12]=4[N:13]=[C:14]([NH:16][C@H:17]([C:19]4[CH:24]=[CH:23][C:22]([F:25])=[CH:21][CH:20]=4)[CH3:18])[N:15]=3)[CH:5]=2)[CH2:2][CH2:3]1, predict the reactants needed to synthesize it.